Dataset: Catalyst prediction with 721,799 reactions and 888 catalyst types from USPTO. Task: Predict which catalyst facilitates the given reaction. (1) Reactant: [C:1]([C:4]1[C:9]2[S:10][C:11]([C:14]([NH:16][C:17]3[CH:26]=[C:25]([C:27]([OH:30])([CH3:29])[CH3:28])[C:24]4[C:19](=[CH:20][CH:21]=[CH:22][CH:23]=4)[N:18]=3)=[O:15])=[C:12]([CH3:13])[C:8]=2[C:7]([CH2:31][O:32][CH3:33])=[CH:6][CH:5]=1)(=[O:3])[CH3:2].[ClH:34]. Product: [ClH:34].[C:1]([C:4]1[C:9]2[S:10][C:11]([C:14]([NH:16][C:17]3[CH:26]=[C:25]([C:27]([OH:30])([CH3:28])[CH3:29])[C:24]4[C:19](=[CH:20][CH:21]=[CH:22][CH:23]=4)[N:18]=3)=[O:15])=[C:12]([CH3:13])[C:8]=2[C:7]([CH2:31][O:32][CH3:33])=[CH:6][CH:5]=1)(=[O:3])[CH3:2]. The catalyst class is: 41. (2) Reactant: [Cl:1][C:2]1[CH:12]=[C:11]([NH:13][CH:14]2[CH2:18][CH2:17][CH2:16][C@@H:15]2[OH:19])[C:5]([C:6]([O:8][CH2:9][CH3:10])=[O:7])=[CH:4][N:3]=1.CC(OI1(OC(C)=O)(OC(C)=O)OC(=O)C2C=CC=CC1=2)=O. Product: [Cl:1][C:2]1[CH:12]=[C:11]([NH:13][C@@H:14]2[CH2:18][CH2:17][CH2:16][C:15]2=[O:19])[C:5]([C:6]([O:8][CH2:9][CH3:10])=[O:7])=[CH:4][N:3]=1. The catalyst class is: 2. (3) Reactant: C(O[C:4]([C:6]1[C:11]([O:12][CH2:13][C:14]([O:16]CC)=O)=[CH:10][CH:9]=[CH:8]N=1)=O)C.[O-]CC.[Na+]. Product: [O:12]1[C:11]2[CH:10]=[CH:9][CH:8]=[CH:4][C:6]=2[C:14](=[O:16])[CH2:13]1. The catalyst class is: 11. (4) Reactant: [Cl:1][C:2]1[CH:12]=[CH:11][C:5]([O:6][CH2:7][C:8](=O)[CH3:9])=[CH:4][CH:3]=1.[F:13][C:14]1[CH:19]=[CH:18][C:17]([NH:20]N)=[CH:16][CH:15]=1. Product: [Cl:1][C:2]1[CH:12]=[CH:11][C:5]([O:6][C:7]2[C:18]3[C:17](=[CH:16][CH:15]=[C:14]([F:13])[CH:19]=3)[NH:20][C:8]=2[CH3:9])=[CH:4][CH:3]=1. The catalyst class is: 8.